Dataset: Catalyst prediction with 721,799 reactions and 888 catalyst types from USPTO. Task: Predict which catalyst facilitates the given reaction. (1) Reactant: [N:1]12[CH2:8][CH2:7][CH:4]([CH2:5][CH2:6]1)[CH:3]([OH:9])[CH2:2]2.[H-].[Na+].[Br:12][C:13]1[CH:14]=[C:15]([N:19]=[C:20]=[O:21])[CH:16]=[CH:17][CH:18]=1. The catalyst class is: 1. Product: [N:1]12[CH2:8][CH2:7][CH:4]([CH2:5][CH2:6]1)[CH:3]([O:9][C:20](=[O:21])[NH:19][C:15]1[CH:16]=[CH:17][CH:18]=[C:13]([Br:12])[CH:14]=1)[CH2:2]2. (2) Reactant: [OH-].[K+].C[O:4][C:5]([C:7]1[NH:8][CH:9]=[C:10]([C:19]2[CH:24]=[CH:23][N:22]=[CH:21][CH:20]=2)[C:11]=1[C:12]1[CH:17]=[CH:16][C:15]([F:18])=[CH:14][CH:13]=1)=[O:6].[CH3:25]O. Product: [F:18][C:15]1[CH:16]=[CH:17][C:12]([C:11]2[C:10]([C:19]3[CH:24]=[CH:23][N:22]=[CH:21][CH:20]=3)=[CH:9][N:8]([CH3:25])[C:7]=2[C:5]([OH:4])=[O:6])=[CH:13][CH:14]=1. The catalyst class is: 6. (3) Reactant: [NH2:1][C:2]1[C:7]([C:8]([NH:10][CH2:11][C:12]2[CH:17]=[CH:16][C:15]([O-:18])=[CH:14][CH:13]=2)=[O:9])=[CH:6][CH:5]=[CH:4][N:3]=1.[Na+].[CH3:20][C:21]1[CH:28]=[CH:27][C:24]([CH2:25]Cl)=[CH:23][CH:22]=1.C(=O)([O-])[O-].[Cs+].[Cs+].CN(C=O)C. Product: [CH3:20][C:21]1[CH:28]=[CH:27][C:24]([CH2:25][O:18][C:15]2[CH:14]=[CH:13][C:12]([CH2:11][NH:10][C:8](=[O:9])[C:7]3[CH:6]=[CH:5][CH:4]=[N:3][C:2]=3[NH2:1])=[CH:17][CH:16]=2)=[CH:23][CH:22]=1. The catalyst class is: 6. (4) Reactant: N[C:2]1[C:10]2[C:5](=[N:6][C:7]([C:11]3[CH:12]=[C:13]([CH:20]=[CH:21][C:22]=3[CH3:23])[C:14]([NH:16][CH:17]3[CH2:19][CH2:18]3)=[O:15])=[CH:8][CH:9]=2)[NH:4][N:3]=1.[NH2:24][C:25]1[C:26](C)=CC(C2C=C(C=C(F)C=2C)C(NC2CC2)=O)=N[CH:30]=1.C(O)(=O)C. Product: [CH:17]1([NH:16][C:14](=[O:15])[C:13]2[CH:20]=[CH:21][C:22]([CH3:23])=[C:11]([C:7]3[N:6]=[C:5]4[N:4]([NH:24][CH:25]([CH3:26])[CH3:30])[N:3]=[CH:2][C:10]4=[CH:9][CH:8]=3)[CH:12]=2)[CH2:19][CH2:18]1. The catalyst class is: 3. (5) Reactant: [CH2:1]([O:3][P:4](/[CH:9]=[CH:10]/[C:11]1[CH:16]=[C:15]([CH3:17])[C:14]([C:18]2[NH:22][C:21]3[CH:23]=[C:24]([C:27](=[O:39])[NH:28][C:29]4[CH:38]=[CH:37][C:36]5[C:31](=[CH:32][CH:33]=[CH:34][CH:35]=5)[N:30]=4)[CH:25]=[CH:26][C:20]=3[N:19]=2)=[C:13]([CH3:40])[CH:12]=1)(=[O:8])[O:5][CH2:6][CH3:7])[CH3:2]. Product: [CH2:6]([O:5][P:4]([CH2:9][CH2:10][C:11]1[CH:12]=[C:13]([CH3:40])[C:14]([C:18]2[NH:22][C:21]3[CH:23]=[C:24]([C:27](=[O:39])[NH:28][C:29]4[CH:38]=[CH:37][C:36]5[C:31](=[CH:32][CH:33]=[CH:34][CH:35]=5)[N:30]=4)[CH:25]=[CH:26][C:20]=3[N:19]=2)=[C:15]([CH3:17])[CH:16]=1)(=[O:8])[O:3][CH2:1][CH3:2])[CH3:7]. The catalyst class is: 50. (6) Reactant: [N:1]1([C:7]2[CH:12]=[CH:11][C:10]([N:13]3[CH:18]=[CH:17][CH:16]=[CH:15][C:14]3=[O:19])=[CH:9][CH:8]=2)[CH2:6][CH2:5][NH:4][CH2:3][CH2:2]1.CC1C=CC(S(O[CH2:31][CH2:32][CH2:33][C:34]2[C:42]3[C:37](=[CH:38][CH:39]=[C:40]([C:43]#[N:44])[CH:41]=3)[NH:36][CH:35]=2)(=O)=O)=CC=1.C(=O)([O-])[O-].[K+].[K+].[I-].[K+]. Product: [O:19]=[C:14]1[CH:15]=[CH:16][CH:17]=[CH:18][N:13]1[C:10]1[CH:9]=[CH:8][C:7]([N:1]2[CH2:6][CH2:5][N:4]([CH2:31][CH2:32][CH2:33][C:34]3[C:42]4[C:37](=[CH:38][CH:39]=[C:40]([C:43]#[N:44])[CH:41]=4)[NH:36][CH:35]=3)[CH2:3][CH2:2]2)=[CH:12][CH:11]=1. The catalyst class is: 10. (7) Reactant: [Cl:1][C:2]1[N:10]=[C:9]2[C:5]([N:6]=[CH:7][NH:8]2)=[C:4]([NH2:11])[N:3]=1.C(=O)([O-])[O-].[K+].[K+].Br[CH2:19][C:20]1[CH:34]=[CH:33][C:23]([CH2:24][P:25](=[O:32])([O:29][CH2:30][CH3:31])[O:26][CH2:27][CH3:28])=[CH:22][CH:21]=1. Product: [NH2:11][C:4]1[N:3]=[C:2]([Cl:1])[N:10]=[C:9]2[C:5]=1[N:6]=[CH:7][N:8]2[CH2:19][C:20]1[CH:34]=[CH:33][C:23]([CH2:24][P:25](=[O:32])([O:29][CH2:30][CH3:31])[O:26][CH2:27][CH3:28])=[CH:22][CH:21]=1. The catalyst class is: 3. (8) Reactant: [CH3:1][C:2]1[CH:3]=[C:4]([NH:9][C:10]2[C:15]([NH:16][C:17]3[CH:22]=[C:21]([CH3:23])[CH:20]=[C:19]([CH3:24])[CH:18]=3)=[N:14][CH:13]=[CH:12][N:11]=2)[CH:5]=[C:6]([CH3:8])[CH:7]=1.[CH2:25]([O:27][CH:28](OCC)OCC)[CH3:26]. Product: [CH3:8][C:6]1[CH:5]=[C:4]([N:9]2[C:10]3=[N:11][CH:12]=[CH:13][N:14]=[C:15]3[N:16]([C:17]3[CH:18]=[C:19]([CH3:24])[CH:20]=[C:21]([CH3:23])[CH:22]=3)[CH:28]2[O:27][CH2:25][CH3:26])[CH:3]=[C:2]([CH3:1])[CH:7]=1. The catalyst class is: 605. (9) Reactant: [CH3:1][C:2]1[N:7]=[C:6]2[S:8][C:9]3[CH2:14][CH2:13][CH2:12][CH2:11][C:10]=3[C:5]2=[C:4]([C:15]2[CH:20]=[CH:19][C:18]([CH3:21])=[CH:17][CH:16]=2)[C:3]=1[CH2:22][C:23]([O:25][CH3:26])=[O:24].[Li+].C[Si]([N-][Si](C)(C)C)(C)C.[CH2:37]1[CH2:41]OC[CH2:38]1.C(Br)C#C. Product: [CH3:1][C:2]1[N:7]=[C:6]2[S:8][C:9]3[CH2:14][CH2:13][CH2:12][CH2:11][C:10]=3[C:5]2=[C:4]([C:15]2[CH:16]=[CH:17][C:18]([CH3:21])=[CH:19][CH:20]=2)[C:3]=1[CH:22]([CH2:41][C:37]#[CH:38])[C:23]([O:25][CH3:26])=[O:24]. The catalyst class is: 3. (10) Reactant: [Cl:1][C:2]1[CH:7]=[CH:6][C:5]([N:8]2[CH:12]=[C:11]([CH2:13]O)[N:10]=[N:9]2)=[C:4]([C:15]2[CH:20]=[C:19]([O:21][CH3:22])[N:18]=[CH:17][N:16]=2)[CH:3]=1.CCN(S(F)(F)[F:29])CC. Product: [Cl:1][C:2]1[CH:7]=[CH:6][C:5]([N:8]2[CH:12]=[C:11]([CH2:13][F:29])[N:10]=[N:9]2)=[C:4]([C:15]2[CH:20]=[C:19]([O:21][CH3:22])[N:18]=[CH:17][N:16]=2)[CH:3]=1. The catalyst class is: 2.